Predict the reaction yield, written as a fraction of the theoretical maximum amount of product (1.0 means a 100% yield; for example, 0.34 means a 34% yield). From a dataset of Reaction yield outcomes from USPTO patents with 853,638 reactions. The reactants are [C:1]([C:3]1[CH:19]=[CH:18][C:6]([O:7][C:8]2[CH:9]=[CH:10][C:11]3[B:15]([OH:16])[O:14][CH2:13][C:12]=3[CH:17]=2)=[CH:5][C:4]=1[C:20]([O:22][CH3:23])=[O:21])#[N:2].[OH-:24].[Na+].Cl. The catalyst is CO. The product is [C:1]([C:3]1[CH:19]=[CH:18][C:6]([O:7][C:8]2[CH:9]=[CH:10][C:11]3[B:15]([OH:16])[O:14][CH2:13][C:12]=3[CH:17]=2)=[CH:5][C:4]=1[C:20]([O:22][CH3:23])=[O:21])(=[O:24])[NH2:2]. The yield is 0.190.